Dataset: Full USPTO retrosynthesis dataset with 1.9M reactions from patents (1976-2016). Task: Predict the reactants needed to synthesize the given product. (1) Given the product [ClH:1].[ClH:1].[NH2:28][C:24]1[CH:23]=[C:22]([C@H:14]([N:12]([CH3:13])[C:10](=[O:11])[CH2:9][C:4]2[CH:5]=[CH:6][C:7]([Cl:8])=[C:2]([Cl:1])[CH:3]=2)[CH2:15][N:16]2[CH2:20][CH2:19][C@H:18]([OH:21])[CH2:17]2)[CH:27]=[CH:26][CH:25]=1, predict the reactants needed to synthesize it. The reactants are: [Cl:1][C:2]1[CH:3]=[C:4]([CH2:9][C:10]([N:12]([C@@H:14]([C:22]2[CH:27]=[CH:26][CH:25]=[C:24]([N+:28]([O-])=O)[CH:23]=2)[CH2:15][N:16]2[CH2:20][CH2:19][C@H:18]([OH:21])[CH2:17]2)[CH3:13])=[O:11])[CH:5]=[CH:6][C:7]=1[Cl:8].O.NN. (2) Given the product [Br:28][C:12]1[N:13]([CH3:14])[C:24]2[C:23](=[O:26])[N:7]([CH2:6][C:5]3[CH:21]=[CH:22][C:2]([Cl:1])=[CH:3][CH:4]=3)[C:8](=[O:20])[N:9]([CH2:17][CH2:18][CH3:19])[C:10]=2[N:11]=1, predict the reactants needed to synthesize it. The reactants are: [Cl:1][C:2]1[CH:22]=[CH:21][C:5]([CH2:6][N:7]2C(=O)[C:14]3[NH:13][CH:12]=[N:11][C:10]=3[N:9]([CH2:17][CH2:18][CH3:19])[C:8]2=[O:20])=[CH:4][CH:3]=1.[C:23]([O-:26])(=O)[CH3:24].[K+].[Br:28]Br.C([O-])([O-])=O.[K+].[K+].IC. (3) Given the product [CH3:1][C:2]1[CH:3]=[C:4]([CH:8]=[CH:9][C:10]=1[N+:11]([O-:13])=[O:12])[CH2:5][N:6]1[C:19]([C:20]([F:26])([F:25])[C:21]([F:24])([F:23])[F:22])=[CH:18][CH:17]=[N:7]1.[CH3:1][C:2]1[CH:3]=[C:4]([CH:8]=[CH:9][C:10]=1[N+:11]([O-:13])=[O:12])[CH2:5][N:6]1[CH:17]=[CH:18][C:19]([C:20]([F:26])([F:25])[C:21]([F:24])([F:23])[F:22])=[N:7]1, predict the reactants needed to synthesize it. The reactants are: [CH3:1][C:2]1[CH:3]=[C:4]([CH:8]=[CH:9][C:10]=1[N+:11]([O-:13])=[O:12])[CH2:5][NH:6][NH2:7].C(O[CH:17]=[CH:18][C:19](=O)[C:20]([F:26])([F:25])[C:21]([F:24])([F:23])[F:22])C.C1(C)C=CC(S(O)(=O)=O)=CC=1. (4) Given the product [CH2:22]([O:17][C:16](=[O:18])[CH2:15][C:12]1[CH:13]=[CH:14][C:9]([O:8][CH:7]([F:21])[F:6])=[C:10]([O:19][CH3:20])[CH:11]=1)[CH3:23], predict the reactants needed to synthesize it. The reactants are: S(=O)(=O)(O)O.[F:6][CH:7]([F:21])[O:8][C:9]1[CH:14]=[CH:13][C:12]([CH2:15][C:16]([OH:18])=[O:17])=[CH:11][C:10]=1[O:19][CH3:20].[CH2:22](O)[CH3:23].